Task: Predict the reactants needed to synthesize the given product.. Dataset: Full USPTO retrosynthesis dataset with 1.9M reactions from patents (1976-2016) (1) The reactants are: [C:1]([O:5][C:6]([N:8]1[C@@H:12]([CH2:13][CH2:14][C:15]2[CH:20]=[CH:19][C:18]([NH2:21])=[CH:17][CH:16]=2)[CH2:11][O:10][C:9]1([CH3:23])[CH3:22])=[O:7])([CH3:4])([CH3:3])[CH3:2].C(N(CC)CC)C.Cl[C:32](Cl)([O:34]C(=O)OC(Cl)(Cl)Cl)Cl. Given the product [C:1]([O:5][C:6]([N:8]1[C@@H:12]([CH2:13][CH2:14][C:15]2[CH:16]=[CH:17][C:18]([N:21]=[C:32]=[O:34])=[CH:19][CH:20]=2)[CH2:11][O:10][C:9]1([CH3:23])[CH3:22])=[O:7])([CH3:4])([CH3:2])[CH3:3], predict the reactants needed to synthesize it. (2) The reactants are: Cl[C:2]1[N:7]=[C:6]([CH3:8])[CH:5]=[C:4]([C:9]2[CH:10]=[N:11][C:12]([C:15]([F:18])([F:17])[F:16])=[CH:13][CH:14]=2)[N:3]=1.[I:19][C:20]1[N:21]=[CH:22][NH:23][CH:24]=1. Given the product [I:19][C:20]1[N:21]=[CH:22][N:23]([C:2]2[N:7]=[C:6]([CH3:8])[CH:5]=[C:4]([C:9]3[CH:10]=[N:11][C:12]([C:15]([F:18])([F:17])[F:16])=[CH:13][CH:14]=3)[N:3]=2)[CH:24]=1, predict the reactants needed to synthesize it. (3) Given the product [CH2:1]([O:3][C:4](=[O:34])[CH2:5][C@@H:6]([C:10]1[CH:15]=[CH:14][C:13]([O:16][CH2:17][C:18]2[CH:19]=[CH:20][C:21]3[N:22]([N:24]=[C:25]([C:27]4[CH:28]=[CH:29][C:30]([O:33][CH2:36][CH2:37][O:38][CH3:39])=[CH:31][CH:32]=4)[N:26]=3)[CH:23]=2)=[CH:12][CH:11]=1)[C:7]#[C:8][CH3:9])[CH3:2], predict the reactants needed to synthesize it. The reactants are: [CH2:1]([O:3][C:4](=[O:34])[CH2:5][C@@H:6]([C:10]1[CH:15]=[CH:14][C:13]([O:16][CH2:17][C:18]2[CH:19]=[CH:20][C:21]3[N:22]([N:24]=[C:25]([C:27]4[CH:32]=[CH:31][C:30]([OH:33])=[CH:29][CH:28]=4)[N:26]=3)[CH:23]=2)=[CH:12][CH:11]=1)[C:7]#[C:8][CH3:9])[CH3:2].Br[CH2:36][CH2:37][O:38][CH3:39].C(=O)([O-])[O-].[Cs+].[Cs+]. (4) Given the product [C:1]([C:4]1[S:18][C:7]2[O:8][C:9]3[CH:17]=[CH:16][CH:15]=[CH:14][C:10]=3[NH:11][C:12](=[O:13])[C:6]=2[CH:5]=1)([CH3:19])=[CH2:2], predict the reactants needed to synthesize it. The reactants are: [C:1]([C:4]1[S:18][C:7]2[O:8][C:9]3[CH:17]=[CH:16][CH:15]=[CH:14][C:10]=3[NH:11][C:12](=[O:13])[C:6]=2[CH:5]=1)(=O)[CH3:2].[CH3:19]I.[Mg].Cl.